From a dataset of Full USPTO retrosynthesis dataset with 1.9M reactions from patents (1976-2016). Predict the reactants needed to synthesize the given product. (1) Given the product [P:2]([O:6][CH2:7][C@@H:8]([OH:17])[C@@H:9]([OH:16])[C@H:10]([OH:15])[C@@H:11]([OH:14])[CH:12]=[O:13])([OH:4])([OH:5])=[O:3].[CH2:39]([CH2:41][NH2:42])[OH:40], predict the reactants needed to synthesize it. The reactants are: [Na+].[P:2]([O:6][CH2:7][C@@H:8]([OH:17])[C@@H:9]([OH:16])[C@H:10]([OH:15])[C@@H:11]([OH:14])[CH:12]=[O:13])([O-:5])([O-:4])=[O:3].[Na+].Cl.C(N=C=NCCCN(C)C)C.ON1C(=O)CCC1=O.[CH2:39]([CH2:41][NH2:42])[OH:40]. (2) Given the product [NH2:29][C:27]([CH3:32])([CH3:28])[CH2:26][O:25][C:24]1[CH:23]=[CH:22][C:20]([NH:21][C:5](=[O:6])[C:4]2[CH:8]=[CH:9][CH:10]=[C:2]([Br:1])[CH:3]=2)=[CH:19][C:18]=1[C:13]1[N:14]([CH3:17])[N:15]=[CH:16][C:12]=1[Br:11], predict the reactants needed to synthesize it. The reactants are: [Br:1][C:2]1[CH:3]=[C:4]([CH:8]=[CH:9][CH:10]=1)[C:5](Cl)=[O:6].[Br:11][C:12]1[CH:16]=[N:15][N:14]([CH3:17])[C:13]=1[C:18]1[CH:19]=[C:20]([CH:22]=[CH:23][C:24]=1[O:25][CH2:26][C:27]([CH3:32])([N+:29]([O-])=O)[CH3:28])[NH2:21].C(N(CC)C(C)C)(C)C. (3) The reactants are: [CH2:1]([S:3]([N:6]1[CH2:11][CH2:10][CH:9]([C:12]2[C:20]3[C:15](=[C:16]([C:35]([NH2:37])=[O:36])[CH:17]=[C:18]([C:21]4[CH:25]=[C:24]([CH2:26][N:27]5[CH2:31][CH2:30][CH2:29][CH:28]5[CH2:32][CH2:33]C)[S:23][CH:22]=4)[CH:19]=3)[NH:14][CH:13]=2)[CH2:8][CH2:7]1)(=[O:5])=[O:4])[CH3:2].C(C1CCCN1)CC. Given the product [CH2:32]([CH:28]1[CH2:29][CH2:30][CH2:31][N:27]1[CH2:26][C:24]1[S:23][CH:22]=[C:21]([C:18]2[CH:19]=[C:20]3[C:15](=[C:16]([C:35]([NH2:37])=[O:36])[CH:17]=2)[NH:14][CH:13]=[C:12]3[CH:9]2[CH2:10][CH2:11][N:6]([S:3]([CH2:1][CH3:2])(=[O:5])=[O:4])[CH2:7][CH2:8]2)[CH:25]=1)[CH3:33], predict the reactants needed to synthesize it. (4) Given the product [F:33][C:2]([F:1])([F:32])[O:3][C:4]1[CH:9]=[CH:8][C:7]([NH:10][C:11]([C:12]2[C:13]([N:25]3[CH2:30][CH2:29][O:28][CH2:27][CH2:26]3)=[CH:14][C:15]3[N:19]([CH2:20][C:21]([OH:24])([CH3:23])[CH3:22])[C:50]([NH:49][C:48]4[C:47]([Cl:52])=[CH:46][CH:45]=[C:36]([CH2:37][NH:38][C:39](=[O:44])[C:40]([CH3:41])([CH3:42])[CH3:43])[C:35]=4[Cl:34])=[N:18][C:16]=3[CH:17]=2)=[O:31])=[CH:6][CH:5]=1, predict the reactants needed to synthesize it. The reactants are: [F:1][C:2]([F:33])([F:32])[O:3][C:4]1[CH:9]=[CH:8][C:7]([NH:10][C:11](=[O:31])[C:12]2[CH:17]=[C:16]([NH2:18])[C:15]([NH:19][CH2:20][C:21]([OH:24])([CH3:23])[CH3:22])=[CH:14][C:13]=2[N:25]2[CH2:30][CH2:29][O:28][CH2:27][CH2:26]2)=[CH:6][CH:5]=1.[Cl:34][C:35]1[C:48]([N:49]=[C:50]=S)=[C:47]([Cl:52])[CH:46]=[CH:45][C:36]=1[CH2:37][NH:38][C:39](=[O:44])[C:40]([CH3:43])([CH3:42])[CH3:41].CC(C)N=C=NC(C)C. (5) Given the product [F:1][C:2]1[CH:7]=[CH:6][C:5]([F:8])=[CH:4][C:3]=1[CH:9]([S:20]([C:23]1[CH:28]=[CH:27][C:26]([F:29])=[CH:25][CH:24]=1)(=[O:22])=[O:21])[C:10]1[C:11]([CH3:19])=[CH:12][C:13]([C:16]([NH:33][CH2:31][CH3:32])=[O:17])=[N:14][CH:15]=1, predict the reactants needed to synthesize it. The reactants are: [F:1][C:2]1[CH:7]=[CH:6][C:5]([F:8])=[CH:4][C:3]=1[CH:9]([S:20]([C:23]1[CH:28]=[CH:27][C:26]([F:29])=[CH:25][CH:24]=1)(=[O:22])=[O:21])[C:10]1[C:11]([CH3:19])=[CH:12][C:13]([C:16](O)=[O:17])=[N:14][CH:15]=1.Cl.[CH2:31]([NH2:33])[CH3:32].ON1C2C=CC=CC=2N=N1.CN1CCOCC1.Cl.C(N=C=NCCCN(C)C)C. (6) Given the product [Cl:64][C:63]1[C:58]2[B:59]([OH:62])[O:60][CH2:61][C:57]=2[C:56]([F:65])=[C:55]([F:66])[C:54]=1[O:53][CH2:52][C:49]([NH:48][C:8](=[O:10])[C:7]1[CH:6]=[CH:5][C:4]([O:3][C:2]([F:1])([F:14])[F:13])=[CH:12][CH:11]=1)([C:50]#[N:51])[CH3:67], predict the reactants needed to synthesize it. The reactants are: [F:1][C:2]([F:14])([F:13])[O:3][C:4]1[CH:12]=[CH:11][C:7]([C:8]([OH:10])=O)=[CH:6][CH:5]=1.CN(C(ON1N=NC2C=CC=NC1=2)=[N+](C)C)C.F[P-](F)(F)(F)(F)F.CCN(C(C)C)C(C)C.[NH2:48][C:49]([CH3:67])([CH2:52][O:53][C:54]1[C:55]([F:66])=[C:56]([F:65])[C:57]2[CH2:61][O:60][B:59]([OH:62])[C:58]=2[C:63]=1[Cl:64])[C:50]#[N:51].